Dataset: Reaction yield outcomes from USPTO patents with 853,638 reactions. Task: Predict the reaction yield, written as a fraction of the theoretical maximum amount of product (1.0 means a 100% yield; for example, 0.34 means a 34% yield). (1) The reactants are [CH3:1][CH2:2][N:3]([CH2:6][CH2:7][NH:8][C:9]1[CH:14]=[CH:13][C:12]2[N:15]=[CH:16][N:17]3[C:18]4[CH:25]=[CH:24][C:23]([OH:26])=[CH:22][C:19]=4[C:20](=[O:21])[C:10]=1[C:11]=23)[CH2:4][CH3:5].O.Cl.Cl.Cl.CN(C)CCCN=C=NCC.[C:42](O)(=[O:44])[CH3:43].C(N(CC)C(C)C)(C)C. The catalyst is CN(C)C1C=CN=CC=1.CN(C=O)C.C(Cl)(Cl)Cl.CO. The product is [CH2:4]([N:3]([CH2:2][CH3:1])[CH2:6][CH2:7][NH:8][C:9]1[C:10]2=[C:11]3[C:12]([N:15]=[CH:16][N:17]3[C:18]3[C:19]([C:20]2=[O:21])=[CH:22][C:23]([O:26][C:42](=[O:44])[CH3:43])=[CH:24][CH:25]=3)=[CH:13][CH:14]=1)[CH3:5]. The yield is 0.770. (2) The reactants are Br[C:2]1[C:6]([C:7]2[CH:12]=[CH:11][CH:10]=[CH:9][N:8]=2)=[N:5][N:4]2[CH2:13][CH2:14][CH2:15][C:3]=12.[B:16](OC(C)C)([O:21]C(C)C)[O:17]C(C)C.C([Li])CCC. The catalyst is O1CCCC1. The product is [N:8]1[CH:9]=[CH:10][CH:11]=[CH:12][C:7]=1[C:6]1[C:2]([B:16]([OH:21])[OH:17])=[C:3]2[CH2:15][CH2:14][CH2:13][N:4]2[N:5]=1. The yield is 0.550. (3) The reactants are IC1[CH:3]=[C:4]([O:21][C:22]([F:25])([F:24])[F:23])[CH:5]=[C:6]2[C:11]=1[O:10][CH:9]([C:12]([F:15])([F:14])[F:13])[C:8]([C:16]([O:18][CH2:19][CH3:20])=[O:17])=[CH:7]2.[CH2:26](Cl)Cl.[CH:29]#[C:30][CH3:31]. The catalyst is C1(C)C=CC=CC=1.[Cl-].[Na+].O.[Cu]I.C1C=CC(P(C2C=CC=CC=2)[C-]2C=CC=C2)=CC=1.C1C=CC(P(C2C=CC=CC=2)[C-]2C=CC=C2)=CC=1.Cl[Pd]Cl.[Fe+2]. The product is [C:30]([C:31]1[CH:3]=[C:4]([O:21][C:22]([F:25])([F:23])[F:24])[CH:5]=[C:6]2[C:11]=1[O:10][CH:9]([C:12]([F:13])([F:14])[F:15])[C:8]([C:16]([O:18][CH2:19][CH3:20])=[O:17])=[CH:7]2)#[C:29][CH3:26]. The yield is 0.890. (4) The reactants are [Cl:1][C:2]1[CH:7]=[C:6]([Cl:8])[CH:5]=[CH:4][C:3]=1[C:9]([C:11]1[O:12][C:13]2[CH:20]=[C:19](B3OC(C)(C)C(C)(C)O3)[CH:18]=[CH:17][C:14]=2[C:15]=1[CH3:16])=O.Br[C:31]1[CH:32]=[C:33]([CH:37]=[CH:38][CH:39]=1)[C:34]([NH2:36])=[O:35].ClCCl.C([O-])([O-])=O.[Na+].[Na+]. The catalyst is C1(C)C=CC=CC=1.C(O)C.C1C=CC(P(C2C=CC=CC=2)[C-]2C=CC=C2)=CC=1.C1C=CC(P(C2C=CC=CC=2)[C-]2C=CC=C2)=CC=1.Cl[Pd]Cl.[Fe+2]. The product is [Cl:1][C:2]1[CH:7]=[C:6]([Cl:8])[CH:5]=[CH:4][C:3]=1[CH2:9][C:11]1[O:12][C:13]2[CH:20]=[C:19]([C:32]3[CH:31]=[CH:39][CH:38]=[CH:37][C:33]=3[C:34]([NH2:36])=[O:35])[CH:18]=[CH:17][C:14]=2[C:15]=1[CH3:16]. The yield is 0.420. (5) The reactants are [C:1]([C:3]1[CH:4]=[CH:5][C:6]2[N:10]=[CH:9][N:8]([CH2:11][C@H:12]3[CH2:17][CH2:16][CH2:15][C@:14]([CH2:19][NH:20][CH2:21][C:22]4([CH3:34])[CH2:26][CH2:25][N:24]([C:27]([O:29][C:30]([CH3:33])([CH3:32])[CH3:31])=[O:28])[CH2:23]4)([OH:18])[CH2:13]3)[C:7]=2[CH:35]=1)#[N:2].C1N=CN([C:41](N2C=NC=C2)=[O:42])C=1. The catalyst is O1CCOCC1. The product is [C:1]([C:3]1[CH:4]=[CH:5][C:6]2[N:10]=[CH:9][N:8]([CH2:11][C@H:12]3[CH2:17][CH2:16][CH2:15][C@:14]4([O:18][C:41](=[O:42])[N:20]([CH2:21][C:22]5([CH3:34])[CH2:26][CH2:25][N:24]([C:27]([O:29][C:30]([CH3:31])([CH3:33])[CH3:32])=[O:28])[CH2:23]5)[CH2:19]4)[CH2:13]3)[C:7]=2[CH:35]=1)#[N:2]. The yield is 0.469. (6) The reactants are Cl.[N:2]1[CH:7]=[CH:6][C:5]([N:8]2[CH2:12][CH2:11][C:10]3([CH2:17][CH2:16][NH:15][CH2:14][CH2:13]3)[CH2:9]2)=[CH:4][CH:3]=1.CCN(C(C)C)C(C)C.[CH2:27]([O:29][C:30](=[O:43])[CH2:31][CH:32]([N:34]1[CH2:39][CH2:38][CH:37]([C:40](O)=[O:41])[CH2:36][CH2:35]1)[CH3:33])[CH3:28].CN(C(ON1N=NC2C=CC=CC1=2)=[N+](C)C)C.F[P-](F)(F)(F)(F)F.N1CCCCC1. The catalyst is CN(C=O)C. The product is [N:2]1[CH:3]=[CH:4][C:5]([N:8]2[CH2:12][CH2:11][C:10]3([CH2:17][CH2:16][N:15]([C:40]([CH:37]4[CH2:38][CH2:39][N:34]([CH:32]([CH3:33])[CH2:31][C:30]([O:29][CH2:27][CH3:28])=[O:43])[CH2:35][CH2:36]4)=[O:41])[CH2:14][CH2:13]3)[CH2:9]2)=[CH:6][CH:7]=1. The yield is 0.770. (7) The reactants are [Br:1][C:2]1[C:3]([CH3:12])=[C:4]([CH:7]=[C:8]([CH3:11])[C:9]=1[CH3:10])C=O.O.C1(C)C=CC(S(O)(=O)=[O:21])=CC=1.OO.S([O-])([O-])=O.[Na+].[Na+]. The catalyst is C1COCC1.CO. The product is [Br:1][C:2]1[C:3]([CH3:12])=[C:4]([OH:21])[CH:7]=[C:8]([CH3:11])[C:9]=1[CH3:10]. The yield is 0.300.